Dataset: Forward reaction prediction with 1.9M reactions from USPTO patents (1976-2016). Task: Predict the product of the given reaction. (1) Given the reactants [CH3:1][O:2][C:3]1[CH:4]=[CH:5][C:6]2[CH2:12][CH2:11][CH2:10][CH2:9][NH:8][C:7]=2[CH:13]=1.C([O-])([O-])=O.[Na+].[Na+].Br[CH:21](Cl)[CH2:22][CH3:23], predict the reaction product. The product is: [CH3:1][O:2][C:3]1[CH:4]=[CH:5][C:6]2[CH2:12][CH2:11][CH2:10][CH2:9][N:8]3[C:7]=2[C:13]=1[CH2:21][CH2:22][CH2:23]3. (2) The product is: [F:19][C:20]1[CH:25]=[C:24]([N+:26]([O-:28])=[O:27])[CH:23]=[CH:22][C:21]=1[O:29][C:2]1[CH:7]=[CH:6][N:5]=[C:4]2[CH:8]=[C:9]([C:11]3[N:12]=[CH:13][N:14]([CH:16]([CH3:18])[CH3:17])[CH:15]=3)[S:10][C:3]=12. Given the reactants Cl[C:2]1[CH:7]=[CH:6][N:5]=[C:4]2[CH:8]=[C:9]([C:11]3[N:12]=[CH:13][N:14]([CH:16]([CH3:18])[CH3:17])[CH:15]=3)[S:10][C:3]=12.[F:19][C:20]1[CH:25]=[C:24]([N+:26]([O-:28])=[O:27])[CH:23]=[CH:22][C:21]=1[OH:29].C(=O)([O-])[O-].[K+].[K+].CO.C(Cl)Cl, predict the reaction product.